From a dataset of Forward reaction prediction with 1.9M reactions from USPTO patents (1976-2016). Predict the product of the given reaction. (1) Given the reactants [CH3:1][C:2]1[CH:3]=[CH:4][CH:5]=[CH:6][C:7]=1[NH2:8].Cl[CH2:10][C:11](Cl)=[O:12].[CH2:14]([N:18]=[C:19]=[S:20])[CH2:15][CH2:16][CH3:17], predict the reaction product. The product is: [CH2:14](/[N:18]=[C:19]1\[S:20][CH2:10][C:11](=[O:12])[N:8]\1[C:7]1[CH:6]=[CH:5][CH:4]=[CH:3][C:2]=1[CH3:1])[CH2:15][CH2:16][CH3:17]. (2) Given the reactants CC(C)(C)[C:3]([NH:5][C:6]1[C:11]([C:12]2[O:16][N:15]=[C:14]([C:17]([O:19]CC)=O)[CH:13]=2)=[CH:10][CH:9]=[CH:8][N:7]=1)=[O:4].C(OC([O:26][C:27]([CH3:30])([CH3:29])[CH3:28])=O)([O:26][C:27]([CH3:30])([CH3:29])[CH3:28])=O.O1CCCC1.[BH4-].[Na+], predict the reaction product. The product is: [C:27]([O:26][C:3](=[O:4])[NH:5][C:6]1[C:11]([C:12]2[O:16][N:15]=[C:14]([CH2:17][OH:19])[CH:13]=2)=[CH:10][CH:9]=[CH:8][N:7]=1)([CH3:30])([CH3:29])[CH3:28]. (3) The product is: [CH3:1][O:2][C:3]([C:5]1[CH:14]=[C:13]([C:48]2[CH:47]=[CH:46][N:45]=[C:44]([N:38]3[CH2:43][CH2:42][NH:41][CH2:40][CH2:39]3)[N:49]=2)[C:12]2[C:7](=[C:8]([O:23][CH2:24][C:25]3[CH:30]=[CH:29][CH:28]=[CH:27][CH:26]=3)[CH:9]=[CH:10][CH:11]=2)[N:6]=1)=[O:4]. Given the reactants [CH3:1][O:2][C:3]([C:5]1[CH:14]=[C:13](OS(C(F)(F)F)(=O)=O)[C:12]2[C:7](=[C:8]([O:23][CH2:24][C:25]3[CH:30]=[CH:29][CH:28]=[CH:27][CH:26]=3)[CH:9]=[CH:10][CH:11]=2)[N:6]=1)=[O:4].CN1CCNCC1.[N:38]1([C:44]2[N:49]=[CH:48][CH:47]=[CH:46][N:45]=2)[CH2:43][CH2:42][NH:41][CH2:40][CH2:39]1, predict the reaction product. (4) The product is: [CH3:1][C:2]1[N:3]([CH2:17][O:16][CH2:15][CH2:14][Si:11]([CH3:13])([CH3:12])[CH3:10])[CH:4]=[N:5][CH:6]=1. Given the reactants [CH3:1][C:2]1[N:3]=[CH:4][N:5](C(=O)C)[CH:6]=1.[CH3:10][Si:11]([CH2:14][CH2:15][O:16][CH2:17]Cl)([CH3:13])[CH3:12], predict the reaction product. (5) Given the reactants [Br:1][C:2]1[C:3]([F:13])=[CH:4][C:5]([N+:10]([O-])=O)=[C:6]([CH:9]=1)[CH:7]=O.[C:14]([O:19][CH2:20][CH3:21])(=[O:18])[C:15]([CH3:17])=O.[Sn](Cl)Cl, predict the reaction product. The product is: [Br:1][C:2]1[CH:9]=[C:6]2[C:5](=[CH:4][C:3]=1[F:13])[N:10]=[C:15]([C:14]([O:19][CH2:20][CH3:21])=[O:18])[CH:17]=[CH:7]2. (6) Given the reactants Br[C:2]1[CH:3]=[CH:4][C:5]2[O:14][CH2:13][CH2:12][C:11]3[S:10][C:9]([N:15]4[C:19]([CH:20]([CH3:22])[CH3:21])=[N:18][CH:17]=[N:16]4)=[N:8][C:7]=3[C:6]=2[CH:23]=1.CC1(C)C(C)(C)OB([C:32]2[CH:33]=[N:34][NH:35][CH:36]=2)O1, predict the reaction product. The product is: [CH:20]([C:19]1[N:15]([C:9]2[S:10][C:11]3[CH2:12][CH2:13][O:14][C:5]4[CH:4]=[CH:3][C:2]([C:32]5[CH:33]=[N:34][NH:35][CH:36]=5)=[CH:23][C:6]=4[C:7]=3[N:8]=2)[N:16]=[CH:17][N:18]=1)([CH3:22])[CH3:21]. (7) Given the reactants [CH:1]1([C:4]2[C:5]([C:10]3[CH:15]=[CH:14][C:13]([CH2:16][C:17]([OH:19])=O)=[CH:12][CH:11]=3)=[N:6][CH:7]=[CH:8][N:9]=2)[CH2:3][CH2:2]1.[Cl-].[Cl-].[NH3+:22][C@@H:23]([C:25]1[CH:30]=[CH:29][C:28]([O:31][CH2:32][C:33]([F:36])([F:35])[F:34])=[CH:27][NH+:26]=1)[CH3:24].C1C=NC2N(O)N=NC=2C=1.C(Cl)CCl.CCN(C(C)C)C(C)C, predict the reaction product. The product is: [CH:1]1([C:4]2[C:5]([C:10]3[CH:11]=[CH:12][C:13]([CH2:16][C:17]([NH:22][C@@H:23]([C:25]4[CH:30]=[CH:29][C:28]([O:31][CH2:32][C:33]([F:36])([F:34])[F:35])=[CH:27][N:26]=4)[CH3:24])=[O:19])=[CH:14][CH:15]=3)=[N:6][CH:7]=[CH:8][N:9]=2)[CH2:2][CH2:3]1.